This data is from Full USPTO retrosynthesis dataset with 1.9M reactions from patents (1976-2016). The task is: Predict the reactants needed to synthesize the given product. (1) Given the product [Br:1][C:2]1[CH:10]=[C:9]2[C:5]([C:6]([CH2:19][OH:22])([CH2:27][OH:28])[C:7](=[O:18])[N:8]2[C:11]([O:13][C:14]([CH3:15])([CH3:17])[CH3:16])=[O:12])=[CH:4][CH:3]=1, predict the reactants needed to synthesize it. The reactants are: [Br:1][C:2]1[CH:10]=[C:9]2[C:5]([CH2:6][C:7](=[O:18])[N:8]2[C:11]([O:13][C:14]([CH3:17])([CH3:16])[CH3:15])=[O:12])=[CH:4][CH:3]=1.[C:19](=[O:22])([O-])[O-].[K+].[K+].C=O.[C:27]([O-])(O)=[O:28].[Na+]. (2) Given the product [Cl:1][C:2]1[CH:3]=[CH:4][C:5]([O:11][CH2:12][C:13]2[CH:18]=[CH:17][C:16]([F:19])=[CH:15][CH:14]=2)=[C:6]([C:21]2[S:22][CH:23]=[C:24]([CH2:26][C:27]([O:29][CH2:30][CH3:31])=[O:28])[N:25]=2)[CH:7]=1, predict the reactants needed to synthesize it. The reactants are: [Cl:1][C:2]1[CH:3]=[CH:4][C:5]([O:11][CH2:12][C:13]2[CH:18]=[CH:17][C:16]([F:19])=[CH:15][CH:14]=2)=[C:6](B(O)O)[CH:7]=1.Br[C:21]1[S:22][CH:23]=[C:24]([CH2:26][C:27]([O:29][CH2:30][CH3:31])=[O:28])[N:25]=1.C(=O)([O-])[O-].[K+].[K+]. (3) Given the product [Cl:26][C:27]1[CH:32]=[CH:31][C:30]([NH:33][C:34]([NH:1][C@H:2]2[CH2:7][CH2:6][C@H:5]([CH2:8][CH2:9][N:10]3[CH2:11][CH2:12][CH:13]([C:16](=[O:17])[C:18]4[CH:23]=[CH:22][C:21]([F:24])=[CH:20][C:19]=4[F:25])[CH2:14][CH2:15]3)[CH2:4][CH2:3]2)=[O:35])=[CH:29][CH:28]=1, predict the reactants needed to synthesize it. The reactants are: [NH2:1][C@H:2]1[CH2:7][CH2:6][C@H:5]([CH2:8][CH2:9][N:10]2[CH2:15][CH2:14][CH:13]([C:16]([C:18]3[CH:23]=[CH:22][C:21]([F:24])=[CH:20][C:19]=3[F:25])=[O:17])[CH2:12][CH2:11]2)[CH2:4][CH2:3]1.[Cl:26][C:27]1[CH:32]=[CH:31][C:30]([N:33]=[C:34]=[O:35])=[CH:29][CH:28]=1. (4) Given the product [Si:1]([O:8][CH2:9][CH2:10][N:11]1[C:19]2[C:18]([NH:22][C:23]3[CH:40]=[CH:39][C:26]([O:27][C:28]4[CH:36]=[CH:35][CH:34]=[C:33]5[C:29]=4[CH2:30][C:31](=[O:38])[N:32]5[CH3:37])=[C:25]([Cl:41])[CH:24]=3)=[N:17][CH:16]=[N:15][C:14]=2[CH:13]=[C:12]1[Cl:21])([C:4]([CH3:7])([CH3:6])[CH3:5])([CH3:3])[CH3:2], predict the reactants needed to synthesize it. The reactants are: [Si:1]([O:8][CH2:9][CH2:10][N:11]1[C:19]2[C:18](Cl)=[N:17][CH:16]=[N:15][C:14]=2[CH:13]=[C:12]1[Cl:21])([C:4]([CH3:7])([CH3:6])[CH3:5])([CH3:3])[CH3:2].[NH2:22][C:23]1[CH:40]=[CH:39][C:26]([O:27][C:28]2[CH:36]=[CH:35][CH:34]=[C:33]3[C:29]=2[CH2:30][C:31](=[O:38])[N:32]3[CH3:37])=[C:25]([Cl:41])[CH:24]=1.Cl.N1C=CC=CC=1.C(=O)([O-])O.[Na+]. (5) Given the product [CH3:12][S:13]([O:1][CH2:2][CH2:3][NH:4][C:5](=[O:11])[O:6][C:7]([CH3:8])([CH3:10])[CH3:9])(=[O:15])=[O:14], predict the reactants needed to synthesize it. The reactants are: [OH:1][CH2:2][CH2:3][NH:4][C:5](=[O:11])[O:6][C:7]([CH3:10])([CH3:9])[CH3:8].[CH3:12][S:13](Cl)(=[O:15])=[O:14].O. (6) Given the product [N:1]1[O:2][N:3]=[C:4]2[CH:9]=[C:8]([C:10]([NH:12][NH:13][C:15]([NH:14][C:21]3[CH:22]=[CH:23][C:18]([Br:17])=[C:19]([Cl:24])[CH:20]=3)=[S:16])=[O:11])[CH:7]=[CH:6][C:5]=12, predict the reactants needed to synthesize it. The reactants are: [N:1]1[O:2][N:3]=[C:4]2[CH:9]=[C:8]([C:10]([NH:12][NH2:13])=[O:11])[CH:7]=[CH:6][C:5]=12.[N-:14]=[C:15]=[S:16].[Br:17][C:18]1[CH:23]=[CH:22][CH:21]=[CH:20][C:19]=1[Cl:24]. (7) Given the product [CH2:1]([N:8]1[CH2:13][CH2:12][N:11]([CH2:40][C:39]2[CH:38]=[CH:37][C:36]([C:34](=[O:35])/[CH:33]=[CH:32]/[C:29]3[CH:30]=[CH:31][C:26](/[CH:25]=[CH:24]/[C:22]([NH:21][OH:20])=[O:23])=[CH:27][CH:28]=3)=[CH:47][CH:46]=2)[CH2:10][CH2:9]1)[C:2]1[CH:3]=[CH:4][CH:5]=[CH:6][CH:7]=1, predict the reactants needed to synthesize it. The reactants are: [CH2:1]([N:8]1[CH2:13][CH2:12][NH:11][CH2:10][CH2:9]1)[C:2]1[CH:7]=[CH:6][CH:5]=[CH:4][CH:3]=1.O1CCCCC1[O:20][NH:21][C:22](/[CH:24]=[CH:25]/[C:26]1[CH:31]=[CH:30][C:29](/[CH:32]=[CH:33]/[C:34]([C:36]2[CH:47]=[CH:46][C:39]([CH2:40]OS(C)(=O)=O)=[CH:38][CH:37]=2)=[O:35])=[CH:28][CH:27]=1)=[O:23]. (8) Given the product [Br:1][C:2]1[CH:3]=[C:4]([C:9](=[O:10])[C:11]([C:17]2[CH:22]=[CH:21][CH:20]=[C:19]([O:23][CH3:24])[CH:18]=2)=[O:29])[CH:5]=[CH:6][C:7]=1[F:8], predict the reactants needed to synthesize it. The reactants are: [Br:1][C:2]1[CH:3]=[C:4]([CH:9]([C:11]2([C:17]3[CH:22]=[CH:21][CH:20]=[C:19]([O:23][CH3:24])[CH:18]=3)SCCCS2)[OH:10])[CH:5]=[CH:6][C:7]=1[F:8].C([OH:29])(C)(C)C.CC(OI1(OC(C)=O)(OC(C)=O)OC(=O)C2C=CC=CC1=2)=O.S([O-])([O-])(=O)=S.[Na+].[Na+]. (9) Given the product [NH3:5].[CH3:1][C:2]1([C:18]2[CH:23]=[CH:22][CH:21]=[C:20]([C:24]3[NH:28][N:27]=[N:26][CH:25]=3)[CH:19]=2)[CH:7]2[CH:3]1[CH2:4][N:5]([CH2:9][CH2:10][CH2:11][C:12]1[CH:17]=[CH:16][CH:15]=[CH:14][CH:13]=1)[CH2:6]2, predict the reactants needed to synthesize it. The reactants are: [CH3:1][C:2]1([C:18]2[CH:23]=[CH:22][CH:21]=[C:20]([C:24]3[NH:28][N:27]=[N:26][CH:25]=3)[CH:19]=2)[CH:7]2[CH:3]1[CH2:4][N:5]([CH2:9][CH2:10][CH2:11][C:12]1[CH:17]=[CH:16][CH:15]=[CH:14][CH:13]=1)[C:6]2=O.[H-].[Al+3].[Li+].[H-].[H-].[H-]. (10) Given the product [CH3:34][O:33][C:32]1[CH:31]=[C:30]2[C:25](=[CH:24][C:23]=1[O:22][CH3:21])[C:26]([C:2]1[CH:15]=[CH:14][C:5]([O:6][CH2:7][CH2:8][N:9]3[CH2:13][CH2:12][CH2:11][CH2:10]3)=[CH:4][CH:3]=1)=[CH:27][CH2:28][CH2:29]2, predict the reactants needed to synthesize it. The reactants are: Br[C:2]1[CH:15]=[CH:14][C:5]([O:6][CH2:7][CH2:8][N:9]2[CH2:13][CH2:12][CH2:11][CH2:10]2)=[CH:4][CH:3]=1.C([Li])CCC.[CH3:21][O:22][C:23]1[CH:24]=[C:25]2[C:30](=[CH:31][C:32]=1[O:33][CH3:34])[C:29](=O)[CH2:28][CH2:27][CH2:26]2.